Dataset: Full USPTO retrosynthesis dataset with 1.9M reactions from patents (1976-2016). Task: Predict the reactants needed to synthesize the given product. (1) Given the product [NH:2]([C:36]([CH3:37])=[O:38])[C@@H:3]([C:19]([N:21]1[CH2:35][CH2:34][CH2:33][C@@H:22]1[C:23]([O:25][CH2:26][C:27]1[CH:32]=[CH:31][CH:30]=[CH:29][CH:28]=1)=[O:24])=[O:20])[CH2:4][CH2:5][CH2:6][CH2:7][NH:8][C:9]([O:11][CH2:12][C:13]1[CH:18]=[CH:17][CH:16]=[CH:15][CH:14]=1)=[O:10], predict the reactants needed to synthesize it. The reactants are: Cl.[NH2:2][C@@H:3]([C:19]([N:21]1[CH2:35][CH2:34][CH2:33][C@@H:22]1[C:23]([O:25][CH2:26][C:27]1[CH:32]=[CH:31][CH:30]=[CH:29][CH:28]=1)=[O:24])=[O:20])[CH2:4][CH2:5][CH2:6][CH2:7][NH:8][C:9]([O:11][CH2:12][C:13]1[CH:18]=[CH:17][CH:16]=[CH:15][CH:14]=1)=[O:10].[C:36](OC(=O)C)(=[O:38])[CH3:37].[OH-].[Na+]. (2) Given the product [C:1]([O-:6])(=[O:5])[CH:2]([CH3:4])[OH:3].[Ca+2:8].[C:1]([O-:6])(=[O:5])[CH:2]([CH3:4])[OH:3], predict the reactants needed to synthesize it. The reactants are: [C:1]([OH:6])(=[O:5])[CH:2]([CH3:4])[OH:3].[OH-].[Ca+2:8].[OH-].[O-2].[Ca+2]. (3) The reactants are: ClC1C=C(C=CC=1)C(OO)=[O:6].[C:12]12([CH2:22][NH:23][C:24]([C:26]3[C:27]4[CH:28]=[CH:29][C:30]([CH3:37])=[N:31][C:32]=4[CH:33]=[CH:34][C:35]=3[Cl:36])=[O:25])[CH2:21][CH:16]3[CH2:17][CH:18]([CH2:20][CH:14]([CH2:15]3)[CH2:13]1)[CH2:19]2. Given the product [C:12]12([CH2:22][NH:23][C:24]([C:26]3[C:27]4[CH:28]=[CH:29][C:30]([CH2:37][OH:6])=[N:31][C:32]=4[CH:33]=[CH:34][C:35]=3[Cl:36])=[O:25])[CH2:13][CH:14]3[CH2:15][CH:16]([CH2:17][CH:18]([CH2:20]3)[CH2:19]1)[CH2:21]2, predict the reactants needed to synthesize it. (4) Given the product [CH:1]([S:4]([CH2:7][C@H:8]1[C@@H:13]([N:14]2[CH2:18][CH2:17][C@H:16]([NH:19][C:20](=[O:31])[C:21]3[CH:26]=[CH:25][CH:24]=[C:23]([C:27]([F:28])([F:30])[F:29])[CH:22]=3)[C:15]2=[O:32])[CH2:12][CH2:11][NH:10][CH2:9]1)(=[O:5])=[O:6])([CH3:3])[CH3:2], predict the reactants needed to synthesize it. The reactants are: [CH:1]([S:4]([CH2:7][C@H:8]1[C@@H:13]([N:14]2[CH2:18][CH2:17][C@H:16]([NH:19][C:20](=[O:31])[C:21]3[CH:26]=[CH:25][CH:24]=[C:23]([C:27]([F:30])([F:29])[F:28])[CH:22]=3)[C:15]2=[O:32])[CH2:12][CH2:11][N:10](C(OC(C)(C)C)=O)[CH2:9]1)(=[O:6])=[O:5])([CH3:3])[CH3:2].FC(F)(F)C(O)=O.C([O-])(O)=O.[Na+]. (5) Given the product [ClH:1].[F:14][C:12]1[CH:11]=[CH:10][C:9]2[C:5]([CH2:4][CH2:3][CH2:2][N:30]3[CH2:29][CH2:28][C@@H:27]4[N:19]5[C:20]6[C:21]([C@@H:26]4[CH2:31]3)=[CH:22][CH:23]=[CH:24][C:25]=6[N:16]([CH3:15])[CH2:17][CH2:18]5)=[N:6][O:7][C:8]=2[CH:13]=1, predict the reactants needed to synthesize it. The reactants are: [Cl:1][CH2:2][CH2:3][CH2:4][C:5]1[C:9]2[CH:10]=[CH:11][C:12]([F:14])=[CH:13][C:8]=2[O:7][N:6]=1.[CH3:15][N:16]1[C:25]2[CH:24]=[CH:23][CH:22]=[C:21]3[C@@H:26]4[CH2:31][NH:30][CH2:29][CH2:28][C@@H:27]4[N:19]([C:20]=23)[CH2:18][CH2:17]1.N. (6) Given the product [Si:17]([O:24][C@H:25]1[C@H:31]2[CH2:32][N:27]([C:28]3[CH:36]=[CH:35][C:34]([C:37]4[CH:42]=[CH:41][CH:40]=[C:39]([Cl:43])[CH:38]=4)=[N:33][C:29]=3[N:30]2[C:8]([NH:7][C:2]2[CH:3]=[CH:4][CH:5]=[CH:6][N:1]=2)=[O:9])[CH2:26]1)([C:20]([CH3:23])([CH3:21])[CH3:22])([CH3:18])[CH3:19], predict the reactants needed to synthesize it. The reactants are: [N:1]1[CH:6]=[CH:5][CH:4]=[CH:3][C:2]=1[NH:7][C:8](=O)[O:9]C1C=CC=CC=1.[Si:17]([O:24][C@H:25]1[C@H:31]2[CH2:32][N:27]([C:28]3[CH:36]=[CH:35][C:34]([C:37]4[CH:42]=[CH:41][CH:40]=[C:39]([Cl:43])[CH:38]=4)=[N:33][C:29]=3[NH:30]2)[CH2:26]1)([C:20]([CH3:23])([CH3:22])[CH3:21])([CH3:19])[CH3:18].